From a dataset of Forward reaction prediction with 1.9M reactions from USPTO patents (1976-2016). Predict the product of the given reaction. (1) The product is: [F:39][C:40]1[CH:45]=[CH:44][C:43]([C:46]2[N:48]=[C:21]([C:20]3[CH:19]=[C:18]([C:16]4[CH:17]=[C:8]([C:2]([CH3:1])([S:4]([CH3:7])(=[O:5])=[O:6])[CH3:3])[CH:9]=[C:10]5[C:15]=4[N:14]=[CH:13][CH:12]=[CH:11]5)[CH:26]=[CH:25][CH:24]=3)[O:23][N:47]=2)=[CH:42][CH:41]=1. Given the reactants [CH3:1][C:2]([C:8]1[CH:9]=[C:10]2[C:15](=[C:16]([C:18]3[CH:19]=[C:20]([CH:24]=[CH:25][CH:26]=3)[C:21]([OH:23])=O)[CH:17]=1)[N:14]=[CH:13][CH:12]=[CH:11]2)([S:4]([CH3:7])(=[O:6])=[O:5])[CH3:3].C1N=CN(C(N2C=NC=C2)=O)C=1.[F:39][C:40]1[CH:45]=[CH:44][C:43]([C:46](=[N:48]O)[NH2:47])=[CH:42][CH:41]=1, predict the reaction product. (2) Given the reactants [Br:1][C:2]1[CH:7]=[CH:6][C:5]([NH:8][C:9](=[NH:20])[C:10]([C:13]2[CH:18]=[CH:17][CH:16]=[CH:15][C:14]=2[Cl:19])([CH3:12])[CH3:11])=[CH:4][CH:3]=1.I[CH2:22][C:23]([CH:25]1[CH2:29][CH2:28][CH2:27][N:26]1[C:30]([O:32][C:33]([CH3:36])([CH3:35])[CH3:34])=[O:31])=O.C([O-])(O)=O.[Na+], predict the reaction product. The product is: [Br:1][C:2]1[CH:3]=[CH:4][C:5]([N:8]2[CH:22]=[C:23]([CH:25]3[CH2:29][CH2:28][CH2:27][N:26]3[C:30]([O:32][C:33]([CH3:36])([CH3:35])[CH3:34])=[O:31])[N:20]=[C:9]2[C:10]([C:13]2[CH:18]=[CH:17][CH:16]=[CH:15][C:14]=2[Cl:19])([CH3:12])[CH3:11])=[CH:6][CH:7]=1. (3) The product is: [F:28][C:22]1[CH:23]=[C:24]([F:27])[CH:25]=[CH:26][C:21]=1[CH2:20][NH:19][C:12]1[C:13]2[CH:18]=[N:17][CH:16]=[N:15][C:14]=2[N:9]([OH:8])[C:10](=[O:29])[CH:11]=1. Given the reactants C([O:8][N:9]1[C:14]2[N:15]=[CH:16][N:17]=[CH:18][C:13]=2[C:12]([NH:19][CH2:20][C:21]2[CH:26]=[CH:25][C:24]([F:27])=[CH:23][C:22]=2[F:28])=[CH:11][C:10]1=[O:29])C1C=CC=CC=1.[H][H], predict the reaction product.